Predict the reaction yield, written as a fraction of the theoretical maximum amount of product (1.0 means a 100% yield; for example, 0.34 means a 34% yield). From a dataset of Reaction yield outcomes from USPTO patents with 853,638 reactions. (1) The catalyst is C(Cl)Cl. The reactants are C1C=CC(P(C2C=CC=CC=2)C2C=CC=CC=2)=CC=1.II.[CH2:22]([O:29][N:30]1[C:36](=[O:37])[N:35]2[CH2:38][C@H:31]1[CH2:32][CH2:33][C@H:34]2[C:39]([NH:41][NH:42][C:43](=O)[CH2:44][CH2:45][CH2:46][NH:47][C:48](=[O:54])[O:49][C:50]([CH3:53])([CH3:52])[CH3:51])=[O:40])[C:23]1[CH:28]=[CH:27][CH:26]=[CH:25][CH:24]=1. The yield is 0.860. The product is [CH2:22]([O:29][N:30]1[C:36](=[O:37])[N:35]2[CH2:38][C@H:31]1[CH2:32][CH2:33][C@H:34]2[C:39]1[O:40][C:43]([CH2:44][CH2:45][CH2:46][NH:47][C:48](=[O:54])[O:49][C:50]([CH3:52])([CH3:53])[CH3:51])=[N:42][N:41]=1)[C:23]1[CH:28]=[CH:27][CH:26]=[CH:25][CH:24]=1. (2) The reactants are [Cl:1][C:2]1[O:6][C:5]([C:7]([O:9][CH3:10])=[O:8])=[CH:4][C:3]=1[C:11]1[N:15]([CH2:16][CH3:17])[N:14]=[CH:13][CH:12]=1.C1C(=O)N([Cl:25])C(=O)C1. The catalyst is C1COCC1. The product is [Cl:1][C:2]1[O:6][C:5]([C:7]([O:9][CH3:10])=[O:8])=[CH:4][C:3]=1[C:11]1[N:15]([CH2:16][CH3:17])[N:14]=[CH:13][C:12]=1[Cl:25]. The yield is 0.780.